Task: Predict the product of the given reaction.. Dataset: Forward reaction prediction with 1.9M reactions from USPTO patents (1976-2016) (1) The product is: [Br:21][C:22]1[CH:23]=[C:24]2[O:34][CH2:33][CH2:32][O:31][C:25]2=[C:26]2[C:30]=1[N:29]([CH2:1][CH2:2][CH3:3])[CH:28]=[CH:27]2. Given the reactants [CH2:1](OC1C(F)=CC(Br)=C2C=1C=CN2C)[C:2]1C=CC=C[CH:3]=1.[Br:21][C:22]1[CH:23]=[C:24]2[O:34][CH2:33][CH2:32][O:31][C:25]2=[C:26]2[C:30]=1[NH:29][CH:28]=[CH:27]2, predict the reaction product. (2) Given the reactants [CH2:1]([O:3][C:4](=[O:20])[C:5]([O:8][C:9]1[CH:14]=[CH:13][C:12]([S:15][C:16](=O)[CH3:17])=[CH:11][C:10]=1[CH3:19])([CH3:7])[CH3:6])[CH3:2].ClCC1[C:24]([CH:39]2[CH2:41][CH2:40]2)=[N:25][C:26]([C:29]2[CH:34]=[CH:33][C:32]([C:35]([F:38])([F:37])[F:36])=[CH:31][CH:30]=2)=[N:27][CH:28]=1, predict the reaction product. The product is: [CH2:1]([O:3][C:4](=[O:20])[C:5]([O:8][C:9]1[CH:14]=[CH:13][C:12]([S:15][CH2:16][C:17]2[C:24]([CH:39]3[CH2:40][CH2:41]3)=[N:25][C:26]([C:29]3[CH:34]=[CH:33][C:32]([C:35]([F:38])([F:37])[F:36])=[CH:31][CH:30]=3)=[N:27][CH:28]=2)=[CH:11][C:10]=1[CH3:19])([CH3:7])[CH3:6])[CH3:2]. (3) Given the reactants [H-].[Na+].[NH2:3][C:4]1[C:11]([Cl:12])=[C:10]([O:13][CH3:14])[C:9]([O:15][CH3:16])=[CH:8][C:5]=1[C:6]#[N:7].[C:17]([O:21][C:22]([N:24]1[CH2:29][CH2:28][N:27]([C:30]#[N:31])[CH2:26][CH2:25]1)=[O:23])([CH3:20])([CH3:19])[CH3:18], predict the reaction product. The product is: [NH2:7][C:6]1[C:5]2[C:4](=[C:11]([Cl:12])[C:10]([O:13][CH3:14])=[C:9]([O:15][CH3:16])[CH:8]=2)[N:3]=[C:30]([N:27]2[CH2:28][CH2:29][N:24]([C:22]([O:21][C:17]([CH3:20])([CH3:19])[CH3:18])=[O:23])[CH2:25][CH2:26]2)[N:31]=1. (4) Given the reactants B(O)O.[C:4]([O:8][C:9](=[O:20])[NH:10][CH2:11][C:12]1[CH:17]=[C:16]([F:18])[CH:15]=[CH:14][C:13]=1[NH2:19])([CH3:7])([CH3:6])[CH3:5].CC[N:23]([CH2:26][CH3:27])[CH2:24][CH3:25], predict the reaction product. The product is: [C:4]([O:8][C:9](=[O:20])[NH:10][CH2:11][C:12]1[CH:17]=[C:16]([F:18])[CH:15]=[CH:14][C:13]=1[NH:19][C:14]1[CH:13]=[C:12]2[C:26](=[CH:27][CH:15]=1)[N:23]([CH2:24][CH:25]1[CH2:6][CH2:4][CH2:5]1)[N:10]=[CH:11]2)([CH3:7])([CH3:5])[CH3:6]. (5) Given the reactants [F:1][C:2]1[CH:10]=[C:9]2[C:5]([CH:6]=[N:7][N:8]2[CH3:11])=[CH:4][C:3]=1[CH2:12][C:13]1[N:17]2[N:18]=[C:19]([CH:22]([OH:25])[CH2:23][CH3:24])[CH:20]=[CH:21][C:16]2=[N:15][CH:14]=1.CC(OI1(OC(C)=O)(OC(C)=O)OC(=O)C2C=CC=CC1=2)=O, predict the reaction product. The product is: [F:1][C:2]1[CH:10]=[C:9]2[C:5]([CH:6]=[N:7][N:8]2[CH3:11])=[CH:4][C:3]=1[CH2:12][C:13]1[N:17]2[N:18]=[C:19]([C:22](=[O:25])[CH2:23][CH3:24])[CH:20]=[CH:21][C:16]2=[N:15][CH:14]=1. (6) Given the reactants C(=O)(OC1C=CC=CC=1)N.[Br:11][C:12]1[S:16][C:15](N)=[N:14][CH:13]=1.F[B-](F)(F)F.[H+].[N:24]([O-:26])=[O:25].[Na+], predict the reaction product. The product is: [Br:11][C:12]1[S:16][C:15]([N+:24]([O-:26])=[O:25])=[N:14][CH:13]=1.